The task is: Predict the reactants needed to synthesize the given product.. This data is from Full USPTO retrosynthesis dataset with 1.9M reactions from patents (1976-2016). (1) Given the product [Br:1][C:2]1[CH:3]=[CH:4][C:5]([C@@H:8]([N:10]2[CH2:15][CH2:14][C@:13]([CH2:22][C:23]([CH3:24])([CH3:25])[C:37]#[N:38])([C:16]3[CH:17]=[CH:18][CH:19]=[CH:20][CH:21]=3)[NH:12][C:53]2=[O:54])[CH3:9])=[CH:6][CH:7]=1, predict the reactants needed to synthesize it. The reactants are: [Br:1][C:2]1[CH:7]=[CH:6][C:5]([C@@H:8]([N:10]2[CH2:15][CH2:14][C@:13]([CH2:22][C:23]([CH3:25])=[CH2:24])([C:16]3[CH:21]=[CH:20][CH:19]=[CH:18][CH:17]=3)[NH:12]C2=O)[CH3:9])=[CH:4][CH:3]=1.S([C:37]#[N:38])(C1C=CC(C)=CC=1)(=O)=O.C(OO)(C)(C)C.C1([SiH3])C=CC=CC=1.C[CH2:53][OH:54]. (2) Given the product [F:1][C:2]1[C:3]([C:29]2[CH:34]=[CH:33][CH:32]=[CH:31][CH:30]=2)=[N:4][N:5]([C:7]2[N:28]=[CH:27][CH:26]=[CH:25][C:8]=2[C:9]([NH:11][CH:12]([CH:13]([OH:17])[C:14]([NH:38][O:37][CH3:36])=[O:15])[CH2:18][C:19]2[CH:20]=[CH:21][CH:22]=[CH:23][CH:24]=2)=[O:10])[CH:6]=1, predict the reactants needed to synthesize it. The reactants are: [F:1][C:2]1[C:3]([C:29]2[CH:34]=[CH:33][CH:32]=[CH:31][CH:30]=2)=[N:4][N:5]([C:7]2[N:28]=[CH:27][CH:26]=[CH:25][C:8]=2[C:9]([NH:11][CH:12]([CH2:18][C:19]2[CH:24]=[CH:23][CH:22]=[CH:21][CH:20]=2)[CH:13]([OH:17])[C:14](O)=[O:15])=[O:10])[CH:6]=1.Cl.[CH3:36][O:37][NH2:38]. (3) Given the product [CH3:1][O:2][C:3](=[O:28])[CH2:4][CH2:5][C:6]1[CH:10]=[C:9]([CH3:11])[N:8]([CH2:12][C:13]2[CH:18]=[C:17]([Cl:19])[CH:16]=[CH:15][C:14]=2[OH:20])[N:7]=1, predict the reactants needed to synthesize it. The reactants are: [CH3:1][O:2][C:3](=[O:28])/[CH:4]=[CH:5]/[C:6]1[CH:10]=[C:9]([CH3:11])[N:8]([CH2:12][C:13]2[CH:18]=[C:17]([Cl:19])[CH:16]=[CH:15][C:14]=2[O:20]CC2C=CC=CC=2)[N:7]=1.Cl. (4) Given the product [CH2:1]([C:5]1=[CH:6][N:7]([C:22]([CH3:25])([CH3:24])[CH3:23])[S:8]/[C:9]/1=[N:10]\[C:11]([C:12]1[CH:17]=[C:16]([Cl:18])[CH:15]=[CH:14][C:13]=1[O:19][CH3:20])=[S:27])[CH2:2][CH2:3][CH3:4], predict the reactants needed to synthesize it. The reactants are: [CH2:1]([C:5]1=[CH:6][N:7]([C:22]([CH3:25])([CH3:24])[CH3:23])[S:8]/[C:9]/1=[N:10]\[C:11](=O)[C:12]1[CH:17]=[C:16]([Cl:18])[CH:15]=[CH:14][C:13]=1[O:19][CH3:20])[CH2:2][CH2:3][CH3:4].P12(SP3(SP(SP(S3)(S1)=S)(=S)S2)=S)=[S:27]. (5) The reactants are: [CH2:1]([O:3][C:4]1[C:12]2[NH:11][C:10](=O)[N:9]([CH3:14])[C:8]=2[C:7]([CH:15]([CH2:18][CH3:19])[CH2:16][CH3:17])=[CH:6][CH:5]=1)[CH3:2].P(Cl)(Cl)([Cl:22])=O. Given the product [Cl:22][C:10]1[N:9]([CH3:14])[C:8]2[C:7]([CH:15]([CH2:18][CH3:19])[CH2:16][CH3:17])=[CH:6][CH:5]=[C:4]([O:3][CH2:1][CH3:2])[C:12]=2[N:11]=1, predict the reactants needed to synthesize it.